Dataset: Peptide-MHC class I binding affinity with 185,985 pairs from IEDB/IMGT. Task: Regression. Given a peptide amino acid sequence and an MHC pseudo amino acid sequence, predict their binding affinity value. This is MHC class I binding data. (1) The peptide sequence is DEHLRGFSK. The MHC is HLA-A31:01 with pseudo-sequence HLA-A31:01. The binding affinity (normalized) is 0. (2) The peptide sequence is RGPYRAFVTI. The MHC is Patr-A0101 with pseudo-sequence Patr-A0101. The binding affinity (normalized) is 0. (3) The peptide sequence is MFPDLESEF. The MHC is HLA-A24:02 with pseudo-sequence HLA-A24:02. The binding affinity (normalized) is 0.376. (4) The peptide sequence is WPWQIEYIH. The MHC is Mamu-A2201 with pseudo-sequence Mamu-A2201. The binding affinity (normalized) is 0. (5) The peptide sequence is SVDEEGCGPL. The MHC is HLA-A68:02 with pseudo-sequence HLA-A68:02. The binding affinity (normalized) is 0.0322.